Dataset: Reaction yield outcomes from USPTO patents with 853,638 reactions. Task: Predict the reaction yield, written as a fraction of the theoretical maximum amount of product (1.0 means a 100% yield; for example, 0.34 means a 34% yield). The reactants are [CH2:1]([N:6]1[C:14]2[N:13]=[CH:12][NH:11][C:10]=2[C:9](=[O:15])[NH:8]/[C:7]/1=[N:16]\[NH2:17])[CH2:2][CH2:3][CH2:4][CH3:5].O=[CH:19][CH2:20][CH2:21][C:22]([OH:24])=[O:23]. The catalyst is CCO. The product is [O:15]=[C:9]1[NH:8]/[C:7](=[N:16]\[N:17]=[CH:19]\[CH2:20][CH2:21][C:22]([OH:24])=[O:23])/[N:6]([CH2:1][CH2:2][CH2:3][CH2:4][CH3:5])[C:14]2[N:13]=[CH:12][NH:11][C:10]1=2. The yield is 0.960.